Dataset: Full USPTO retrosynthesis dataset with 1.9M reactions from patents (1976-2016). Task: Predict the reactants needed to synthesize the given product. (1) Given the product [CH2:10]([O:12][C:13]([C:14]1[O:9][C:3]2[CH:4]=[CH:5][C:6]([CH3:8])=[CH:7][C:2]=2[N:1]=1)=[O:19])[CH3:11], predict the reactants needed to synthesize it. The reactants are: [NH2:1][C:2]1[CH:7]=[C:6]([CH3:8])[CH:5]=[CH:4][C:3]=1[OH:9].[CH2:10]([O:12][C:13](OCC)([O:19]CC)[C:14](OCC)=O)[CH3:11]. (2) Given the product [Br:1][C:2]1[C:6]([CH3:7])=[C:5]([I:8])[S:4][C:3]=1[CH:9]1[O:13][CH2:12][CH2:11][O:10]1, predict the reactants needed to synthesize it. The reactants are: [Br:1][C:2]1[C:6]([CH3:7])=[C:5]([I:8])[S:4][C:3]=1[CH:9]=[O:10].[CH2:11](O)[CH2:12][OH:13]. (3) Given the product [CH2:6]([O:8][CH2:9][N:10]1[CH:14]=[CH:13][N:12]=[C:11]1[Sn:19]([CH2:20][CH2:21][CH2:22][CH3:23])([CH2:24][CH2:25][CH2:26][CH3:27])[CH2:15][CH2:16][CH2:17][CH3:18])[CH3:7], predict the reactants needed to synthesize it. The reactants are: [Li]CCCC.[CH2:6]([O:8][CH2:9][N:10]1[CH:14]=[CH:13][N:12]=[CH:11]1)[CH3:7].[CH2:15]([Sn:19](Cl)([CH2:24][CH2:25][CH2:26][CH3:27])[CH2:20][CH2:21][CH2:22][CH3:23])[CH2:16][CH2:17][CH3:18].